The task is: Predict the reactants needed to synthesize the given product.. This data is from Full USPTO retrosynthesis dataset with 1.9M reactions from patents (1976-2016). (1) Given the product [CH2:1]([C:3]1[N:7]([CH2:8][C:9]2[CH:14]=[CH:13][C:12]([F:15])=[CH:11][CH:10]=2)[C:6]([CH2:16][N:17]([CH2:25][C:26]2[CH:31]=[C:30]([CH:32]3[N:39]([C:43](=[O:44])[C:42]([F:53])([F:52])[F:41])[CH2:38][C:35]4([CH2:36][CH2:37]4)[CH2:34][O:33]3)[CH:29]=[C:28]([CH3:40])[N:27]=2)[C:18](=[O:24])[O:19][C:20]([CH3:22])([CH3:23])[CH3:21])=[N:5][CH:4]=1)[CH3:2], predict the reactants needed to synthesize it. The reactants are: [CH2:1]([C:3]1[N:7]([CH2:8][C:9]2[CH:14]=[CH:13][C:12]([F:15])=[CH:11][CH:10]=2)[C:6]([CH2:16][N:17]([CH2:25][C:26]2[CH:31]=[C:30]([CH:32]3[NH:39][CH2:38][C:35]4([CH2:37][CH2:36]4)[CH2:34][O:33]3)[CH:29]=[C:28]([CH3:40])[N:27]=2)[C:18](=[O:24])[O:19][C:20]([CH3:23])([CH3:22])[CH3:21])=[N:5][CH:4]=1)[CH3:2].[F:41][C:42]([F:53])([F:52])[C:43](O[C:43](=[O:44])[C:42]([F:53])([F:52])[F:41])=[O:44]. (2) The reactants are: [Br:1][C:2]1[CH:10]=[CH:9][C:5]([C:6]([OH:8])=[O:7])=[C:4]([Cl:11])[CH:3]=1.O[N:13]1[C:17](=[O:18])[CH2:16][CH2:15][C:14]1=[O:19].CCN=C=NCCCN(C)C.Cl. Given the product [Br:1][C:2]1[CH:10]=[CH:9][C:5]([C:6]([O:8][N:13]2[C:17](=[O:18])[CH2:16][CH2:15][C:14]2=[O:19])=[O:7])=[C:4]([Cl:11])[CH:3]=1, predict the reactants needed to synthesize it. (3) Given the product [C:14]([O:13][C:11]([C:9]1[NH:8][C:4]2[N:5]=[CH:6][N:7]=[C:2]([C:33]3[CH:34]=[CH:35][C:30]([CH2:29][NH:28][C:26](=[O:27])[C:25]4[CH:24]=[CH:23][C:22]([C:18]([CH3:19])([CH3:21])[CH3:20])=[CH:47][CH:46]=4)=[C:31]([F:45])[CH:32]=3)[C:3]=2[CH:10]=1)=[O:12])([CH3:17])([CH3:16])[CH3:15], predict the reactants needed to synthesize it. The reactants are: Cl[C:2]1[C:3]2[CH:10]=[C:9]([C:11]([O:13][C:14]([CH3:17])([CH3:16])[CH3:15])=[O:12])[NH:8][C:4]=2[N:5]=[CH:6][N:7]=1.[C:18]([C:22]1[CH:47]=[CH:46][C:25]([C:26]([NH:28][CH2:29][C:30]2[CH:35]=[CH:34][C:33](B3OC(C)(C)C(C)(C)O3)=[CH:32][C:31]=2[F:45])=[O:27])=[CH:24][CH:23]=1)([CH3:21])([CH3:20])[CH3:19].C(=O)([O-])[O-].[K+].[K+].COCCOC. (4) Given the product [C:6]([O:5][C:3](=[O:4])[NH:10][CH2:11][CH2:12][O:13][C:15]1[C:28]2[C:19](=[C:20]3[C:25](=[CH:26][CH:27]=2)[CH:24]=[CH:23][CH:22]=[N:21]3)[N:18]=[C:17]([CH3:29])[CH:16]=1)([CH3:7])([CH3:8])[CH3:9], predict the reactants needed to synthesize it. The reactants are: [H-].[Na+].[C:3]([NH:10][CH2:11][CH2:12][OH:13])([O:5][C:6]([CH3:9])([CH3:8])[CH3:7])=[O:4].Cl[C:15]1[C:28]2[C:19](=[C:20]3[C:25](=[CH:26][CH:27]=2)[CH:24]=[CH:23][CH:22]=[N:21]3)[N:18]=[C:17]([CH3:29])[CH:16]=1. (5) The reactants are: C[O:2][C:3]([C:5]1[CH:13]=[C:12]2[C:8]([C:9]([CH:31]3[CH2:36][CH2:35][CH2:34][CH2:33][CH2:32]3)=[C:10]([C:14]3[CH:15]=[C:16]4[C:21](=[CH:22][CH:23]=3)[N:20]=[C:19]([C:24]3[S:28][C:27]([CH3:29])=[N:26][C:25]=3[CH3:30])[CH:18]=[CH:17]4)[NH:11]2)=[CH:7][CH:6]=1)=[O:4].[H-].[Na+].Cl.Cl[CH2:41][CH2:42][N:43]1[CH2:48][CH2:47][O:46][CH2:45][CH2:44]1. Given the product [CH:31]1([C:9]2[C:8]3[C:12](=[CH:13][C:5]([C:3]([OH:2])=[O:4])=[CH:6][CH:7]=3)[N:11]([CH2:41][CH2:42][N:43]3[CH2:48][CH2:47][O:46][CH2:45][CH2:44]3)[C:10]=2[C:14]2[CH:15]=[C:16]3[C:21](=[CH:22][CH:23]=2)[N:20]=[C:19]([C:24]2[S:28][C:27]([CH3:29])=[N:26][C:25]=2[CH3:30])[CH:18]=[CH:17]3)[CH2:36][CH2:35][CH2:34][CH2:33][CH2:32]1, predict the reactants needed to synthesize it. (6) Given the product [CH3:28][C:29]1([CH3:44])[CH2:34][N:33]([CH3:35])[CH2:32][CH2:31][N:30]1[CH2:36][C:37]1[CH:38]=[CH:39][C:40]([NH:43][C:4]([C:6]2[C:7]3[N:8]=[CH:9][CH:10]=[N:11][C:12]=3[C:13]([C:16]3[C:17]([F:27])=[C:18]([O:25][CH3:26])[CH:19]=[C:20]([O:23][CH3:24])[C:21]=3[F:22])=[CH:14][CH:15]=2)=[O:5])=[N:41][CH:42]=1, predict the reactants needed to synthesize it. The reactants are: C(O[C:4]([C:6]1[C:7]2[N:8]=[CH:9][CH:10]=[N:11][C:12]=2[C:13]([C:16]2[C:21]([F:22])=[C:20]([O:23][CH3:24])[CH:19]=[C:18]([O:25][CH3:26])[C:17]=2[F:27])=[CH:14][CH:15]=1)=[O:5])C.[CH3:28][C:29]1([CH3:44])[CH2:34][N:33]([CH3:35])[CH2:32][CH2:31][N:30]1[CH2:36][C:37]1[CH:38]=[CH:39][C:40]([NH2:43])=[N:41][CH:42]=1.C[Al](C)C.C([O-])(O)=O.[Na+]. (7) Given the product [C:48]1([C:43]2[CH:44]=[C:45]3[C:40](=[CH:41][CH:42]=2)[CH:39]=[CH:38][CH:47]=[CH:46]3)[CH:53]=[CH:52][CH:51]=[CH:50][CH:49]=1, predict the reactants needed to synthesize it. The reactants are: [Cl-].COC[P+](C1C=CC=CC=1)(C1C=CC=CC=1)C1C=CC=CC=1.CC(C)([O-])C.[K+].C(C1C=C(C2C=CC=CC=2)C=CC=1[C:38]1[CH:47]=[CH:46][C:45]2[C:40](=[CH:41][CH:42]=[C:43]([C:48]3[CH:53]=[CH:52][CH:51]=[CH:50][CH:49]=3)[CH:44]=2)[CH:39]=1)=O. (8) Given the product [NH:8]1[CH2:11][CH:10]([O:12][C:13]2[CH:18]=[CH:17][C:16]([N:19]3[CH:24]=[CH:23][C:22]4[N:25]=[C:26]([C:28]5[CH:29]=[CH:30][C:31]([C:34]([F:35])([F:37])[F:36])=[CH:32][CH:33]=5)[S:27][C:21]=4[C:20]3=[O:38])=[CH:15][C:14]=2[O:39][CH3:40])[CH2:9]1, predict the reactants needed to synthesize it. The reactants are: C(OC([N:8]1[CH2:11][CH:10]([O:12][C:13]2[CH:18]=[CH:17][C:16]([N:19]3[CH:24]=[CH:23][C:22]4[N:25]=[C:26]([C:28]5[CH:33]=[CH:32][C:31]([C:34]([F:37])([F:36])[F:35])=[CH:30][CH:29]=5)[S:27][C:21]=4[C:20]3=[O:38])=[CH:15][C:14]=2[O:39][CH3:40])[CH2:9]1)=O)(C)(C)C. (9) Given the product [CH:14]1([NH:13][CH:9]2[CH:8]([CH3:17])[CH2:7][NH:6][CH2:11][CH:10]2[CH3:12])[CH2:16][CH2:15]1, predict the reactants needed to synthesize it. The reactants are: C([N:6]1[CH2:11][CH:10]([CH3:12])[CH:9]([NH:13][CH:14]2[CH2:16][CH2:15]2)[CH:8]([CH3:17])[CH2:7]1)(OCC)=O.[OH-].[Na+]. (10) Given the product [CH3:30][O:29][C:23]1[CH:24]=[C:25]2[C:20](=[CH:21][CH:22]=1)[N:19]=[CH:18][C:17]1[O:16][CH2:15][CH:14]([C@H:11]3[CH2:12][CH2:13][C@H:8]([NH:7][C:6]([C:40]4[CH:41]=[CH:42][C:36]5[S:35][CH2:34][C:33](=[O:32])[NH:38][C:37]=5[CH:39]=4)=[O:31])[CH2:9][CH2:10]3)[C:27](=[O:28])[C:26]2=1, predict the reactants needed to synthesize it. The reactants are: C(O[C:6](=[O:31])[NH:7][C@H:8]1[CH2:13][CH2:12][C@H:11]([CH:14]2[CH:27]([OH:28])[C:26]3[C:25]4[C:20](=[CH:21][CH:22]=[C:23]([O:29][CH3:30])[CH:24]=4)[N:19]=[CH:18][C:17]=3[O:16][CH2:15]2)[CH2:10][CH2:9]1)(C)(C)C.[O:32]=[C:33]1[NH:38][C:37]2[CH:39]=[C:40](C(O)=O)[CH:41]=[CH:42][C:36]=2[S:35][CH2:34]1.